Predict the product of the given reaction. From a dataset of Forward reaction prediction with 1.9M reactions from USPTO patents (1976-2016). (1) Given the reactants Br[C:2]1[C:3]([CH2:9]Br)=[N:4][CH:5]=[C:6]([Br:8])[CH:7]=1.[C:11]([N:14]1[C:21]2[CH:22]=[CH:23][CH:24]=[CH:25][C:20]=2[CH:19]=[CH:18]C2N=C(Cl)C(F)=CC=2C1)(=[O:13])[CH3:12], predict the reaction product. The product is: [Br:8][C:6]1[CH:5]=[N:4][C:3]2[CH2:9][N:14]([C:11](=[O:13])[CH3:12])[C:21]3[CH:22]=[CH:23][CH:24]=[CH:25][C:20]=3[CH:19]=[CH:18][C:2]=2[CH:7]=1. (2) Given the reactants [Br:1][C:2]1[CH:3]=[CH:4]C2=[C:6]([CH:24]=1)CN(C)CC=C2C1C=CC2N(C)CCOC=2C=1.C(=O)([O-])[O-].[K+].[K+].[N:31]1[CH:36]=[CH:35][CH:34]=[CH:33][CH:32]=1, predict the reaction product. The product is: [Br:1][C:2]1[CH:3]=[CH:4][C:32]2[CH2:33][CH2:34][CH2:35][CH2:36][NH:31][C:6]=2[CH:24]=1.